From a dataset of Full USPTO retrosynthesis dataset with 1.9M reactions from patents (1976-2016). Predict the reactants needed to synthesize the given product. (1) Given the product [O:1]1[C:6]2[CH:7]=[CH:8][C:9]([CH2:11][N:12]([CH:20]3[CH2:25][CH2:24][N:23]([CH2:38][CH2:37][N:29]4[C:30]5[C:35](=[CH:34][CH:33]=[CH:32][CH:31]=5)[CH:36]=[C:27]([Br:26])[C:28]4=[O:40])[CH2:22][CH2:21]3)[C:13](=[O:19])[O:14][C:15]([CH3:18])([CH3:16])[CH3:17])=[CH:10][C:5]=2[O:4][CH2:3][CH2:2]1, predict the reactants needed to synthesize it. The reactants are: [O:1]1[C:6]2[CH:7]=[CH:8][C:9]([CH2:11][N:12]([CH:20]3[CH2:25][CH2:24][NH:23][CH2:22][CH2:21]3)[C:13](=[O:19])[O:14][C:15]([CH3:18])([CH3:17])[CH3:16])=[CH:10][C:5]=2[O:4][CH2:3][CH2:2]1.[Br:26][C:27]1[C:28](=[O:40])[N:29]([CH2:37][CH:38]=O)[C:30]2[C:35]([CH:36]=1)=[CH:34][CH:33]=[CH:32][CH:31]=2.C(O[BH-](OC(=O)C)OC(=O)C)(=O)C.[Na+].C(=O)([O-])O.[Na+]. (2) Given the product [Cl:1][C:2]1[N:3]=[N:4][C:5]([Cl:11])=[CH:6][C:7]=1[C:8]#[N:10], predict the reactants needed to synthesize it. The reactants are: [Cl:1][C:2]1[N:3]=[N:4][C:5]([Cl:11])=[CH:6][C:7]=1[C:8]([NH2:10])=O.C(N(CC)CC)C.FC(F)(F)C(OC(=O)C(F)(F)F)=O.C(=O)([O-])O.[Na+]. (3) The reactants are: Cl[C:2]1[C:3]2[NH:10][CH:9]=[CH:8][C:4]=2[N:5]=[CH:6][N:7]=1.[CH2:11]([O:18][C:19]1[CH:25]=[CH:24][C:22]([NH2:23])=[CH:21][C:20]=1[Cl:26])[C:12]1[CH:17]=[CH:16][CH:15]=[CH:14][CH:13]=1.CN1CCCC1=O. Given the product [CH2:11]([O:18][C:19]1[CH:25]=[CH:24][C:22]([NH:23][C:2]2[C:3]3[NH:10][CH:9]=[CH:8][C:4]=3[N:5]=[CH:6][N:7]=2)=[CH:21][C:20]=1[Cl:26])[C:12]1[CH:13]=[CH:14][CH:15]=[CH:16][CH:17]=1, predict the reactants needed to synthesize it. (4) Given the product [CH3:13][N:14]1[CH2:19][CH2:18][N:17]([CH2:2][CH2:3][C:4]2[C:12]3[C:7](=[CH:8][CH:9]=[CH:10][CH:11]=3)[NH:6][CH:5]=2)[CH2:16][CH2:15]1, predict the reactants needed to synthesize it. The reactants are: Br[CH2:2][CH2:3][C:4]1[C:12]2[C:7](=[CH:8][CH:9]=[CH:10][CH:11]=2)[NH:6][CH:5]=1.[CH3:13][N:14]1[CH2:19][CH2:18][NH:17][CH2:16][CH2:15]1. (5) Given the product [Br:1][C:2]1[CH:3]=[C:4]([N:12]2[CH2:17][CH2:16][NH:15][CH2:14][CH2:13]2)[CH:5]=[C:6]([C:8]([F:10])([F:11])[F:9])[CH:7]=1, predict the reactants needed to synthesize it. The reactants are: [Br:1][C:2]1[CH:3]=[C:4]([N:12]2[CH2:17][CH2:16][N:15](C(OC(C)(C)C)=O)[CH2:14][CH2:13]2)[CH:5]=[C:6]([C:8]([F:11])([F:10])[F:9])[CH:7]=1.C(=O)([O-])O.[Na+].